Dataset: Catalyst prediction with 721,799 reactions and 888 catalyst types from USPTO. Task: Predict which catalyst facilitates the given reaction. (1) Reactant: Cl[C:2]1[CH:3]=[C:4]([CH:9]=[CH:10][N:11]=1)[C:5]([O:7][CH3:8])=[O:6].[Br-].[F:13][C:14]([F:25])([F:24])[O:15][C:16]1[CH:23]=[CH:22][C:19]([CH2:20][Zn+])=[CH:18][CH:17]=1.Cl. Product: [F:13][C:14]([F:24])([F:25])[O:15][C:16]1[CH:23]=[CH:22][C:19]([CH2:20][C:2]2[CH:3]=[C:4]([CH:9]=[CH:10][N:11]=2)[C:5]([O:7][CH3:8])=[O:6])=[CH:18][CH:17]=1. The catalyst class is: 602. (2) Reactant: C([O:4][CH2:5][C:6]([N:8]1[CH2:13][CH2:12][CH2:11][CH:10]([O:14][C:15]2[CH:16]=[C:17]3[C:22](=[CH:23][C:24]=2[O:25][CH3:26])[N:21]=[CH:20][N:19]=[C:18]3[NH:27][C:28]2[CH:33]=[CH:32][CH:31]=[C:30]([Cl:34])[C:29]=2[F:35])[CH2:9]1)=[O:7])(=O)C.C(=O)([O-])[O-].[K+].[K+]. Product: [Cl:34][C:30]1[C:29]([F:35])=[C:28]([CH:33]=[CH:32][CH:31]=1)[NH:27][C:18]1[C:17]2[C:22](=[CH:23][C:24]([O:25][CH3:26])=[C:15]([O:14][CH:10]3[CH2:11][CH2:12][CH2:13][N:8]([C:6](=[O:7])[CH2:5][OH:4])[CH2:9]3)[CH:16]=2)[N:21]=[CH:20][N:19]=1. The catalyst class is: 5. (3) Reactant: [F:1][C:2]1[CH:3]=[C:4]2[C:10]([C:11](=[NH:13])[NH2:12])=[N:9][N:8]([CH2:14][C:15]3[CH:16]=[N:17][CH:18]=[N:19][CH:20]=3)[C:5]2=[N:6][CH:7]=1.C([N:23](CC)CC)C.O.NN. Product: [F:1][C:2]1[CH:3]=[C:4]2[C:10]([C:11](=[NH:12])[NH:13][NH2:23])=[N:9][N:8]([CH2:14][C:15]3[CH:16]=[N:17][CH:18]=[N:19][CH:20]=3)[C:5]2=[N:6][CH:7]=1. The catalyst class is: 8. (4) Reactant: C1(N(CC2C=C(C=CC=2)C(NC2SC3CCCCC=3C=2C(NC2C=CC(CC[C:37]3[CH:46]=[CH:45][C:40]([C:41]([O:43]C)=[O:42])=[CH:39][CH:38]=3)=CC=2)=O)=O)CCNCC(OCC)=O)CC1.[OH-].[Na+].CO.Cl. Product: [C:41]([OH:43])(=[O:42])[C:40]1[CH:45]=[CH:46][CH:37]=[CH:38][CH:39]=1. The catalyst class is: 1. (5) Reactant: [O:1]=[C:2]1[NH:8][CH2:7][CH2:6][CH:5]([C:9]([O:11][CH2:12][CH3:13])=[O:10])[CH2:4][CH2:3]1.Br[CH:15]([CH2:23][CH3:24])[C:16]([O:18][C:19]([CH3:22])([CH3:21])[CH3:20])=[O:17].[H-].[Na+]. Product: [C:19]([O:18][C:16]([CH:15]([N:8]1[C:2](=[O:1])[CH2:3][CH2:4][CH:5]([C:9]([O:11][CH2:12][CH3:13])=[O:10])[CH2:6][CH2:7]1)[CH2:23][CH3:24])=[O:17])([CH3:22])([CH3:21])[CH3:20]. The catalyst class is: 10. (6) Reactant: [NH2:1][C:2]1[C:7]([C:8]([F:11])([F:10])[F:9])=[CH:6][C:5]([CH2:12][C@@H:13]([NH:38][C:39]([N:41]2[CH2:46][CH2:45][CH:44]([N:47]3[CH2:53][CH2:52][C:51]4[CH:54]=[CH:55][CH:56]=[CH:57][C:50]=4[NH:49][C:48]3=[O:58])[CH2:43][CH2:42]2)=[O:40])[C:14]([N:16]2[CH2:21][CH2:20][CH:19]([N:22]3[CH2:27][CH2:26][N:25](C(OCC4C=CC=CC=4)=O)[CH2:24][CH2:23]3)[CH2:18][CH2:17]2)=[O:15])=[CH:4][C:3]=1[Cl:59]. Product: [NH2:1][C:2]1[C:7]([C:8]([F:11])([F:10])[F:9])=[CH:6][C:5]([CH2:12][C@@H:13]([NH:38][C:39]([N:41]2[CH2:46][CH2:45][CH:44]([N:47]3[CH2:53][CH2:52][C:51]4[CH:54]=[CH:55][CH:56]=[CH:57][C:50]=4[NH:49][C:48]3=[O:58])[CH2:43][CH2:42]2)=[O:40])[C:14](=[O:15])[N:16]2[CH2:21][CH2:20][CH:19]([N:22]3[CH2:23][CH2:24][NH:25][CH2:26][CH2:27]3)[CH2:18][CH2:17]2)=[CH:4][C:3]=1[Cl:59]. The catalyst class is: 227. (7) Reactant: [H-].[Na+].[CH:3]1([C:8]([N:10]2[CH2:17][CH2:16][C@:15]3([CH3:19])[CH2:18][C@@H:11]2[CH2:12][C:13]2[CH:23]=[CH:22][C:21]([OH:24])=[CH:20][C:14]=23)=[O:9])[CH2:7][CH2:6][CH2:5][CH2:4]1.[CH3:25]N(C)C=O.CI. Product: [CH:3]1([C:8]([N:10]2[CH2:17][CH2:16][C@:15]3([CH3:19])[CH2:18][C@@H:11]2[CH2:12][C:13]2[CH:23]=[CH:22][C:21]([O:24][CH3:25])=[CH:20][C:14]=23)=[O:9])[CH2:7][CH2:6][CH2:5][CH2:4]1. The catalyst class is: 30. (8) Reactant: [CH3:1][O:2][C:3]1[CH:4]=[C:5]([NH:15][C:16]2[N:25]=[CH:24][C:23]3[CH2:22][CH2:21][CH2:20][CH:19](OS(C)(=O)=O)[C:18]=3[N:17]=2)[CH:6]=[CH:7][C:8]=1[N:9]1[CH:13]=[C:12]([CH3:14])[N:11]=[CH:10]1.[NH:31]1[CH2:36][CH2:35][CH2:34][CH2:33][CH2:32]1.C(N(CC)CC)C. The catalyst class is: 35. Product: [CH3:1][O:2][C:3]1[CH:4]=[C:5]([NH:15][C:16]2[N:25]=[CH:24][C:23]3[CH2:22][CH2:21][CH2:20][CH:19]([N:31]4[CH2:36][CH2:35][CH2:34][CH2:33][CH2:32]4)[C:18]=3[N:17]=2)[CH:6]=[CH:7][C:8]=1[N:9]1[CH:13]=[C:12]([CH3:14])[N:11]=[CH:10]1.